Task: Predict the reactants needed to synthesize the given product.. Dataset: Full USPTO retrosynthesis dataset with 1.9M reactions from patents (1976-2016) (1) The reactants are: C([O:3][C:4](=[O:38])[C:5]1[CH:10]=[CH:9][C:8]([CH2:11][O:12][C:13]2[CH:18]=[CH:17][C:16]([CH:19]([CH3:36])[C:20]([OH:35])([C:25]3[CH:26]=[N:27][C:28]4[C:33]([CH:34]=3)=[CH:32][CH:31]=[CH:30][CH:29]=4)[C:21]([F:24])([F:23])[F:22])=[C:15]([Cl:37])[CH:14]=2)=[CH:7][CH:6]=1)C.[Li+].[OH-].Cl.O. Given the product [Cl:37][C:15]1[CH:14]=[C:13]([CH:18]=[CH:17][C:16]=1[CH:19]([CH3:36])[C:20]([OH:35])([C:25]1[CH:26]=[N:27][C:28]2[C:33]([CH:34]=1)=[CH:32][CH:31]=[CH:30][CH:29]=2)[C:21]([F:24])([F:23])[F:22])[O:12][CH2:11][C:8]1[CH:9]=[CH:10][C:5]([C:4]([OH:38])=[O:3])=[CH:6][CH:7]=1, predict the reactants needed to synthesize it. (2) Given the product [Cl:21][C:16]1[CH:15]=[C:14]([CH:13]2[O:12][CH2:11][CH2:10][N:9]([C:22]([O:24][C:25]([CH3:27])([CH3:26])[CH3:28])=[O:23])[CH2:8][CH:7]2[NH:6][S:2]([CH3:1])(=[O:4])=[O:3])[CH:19]=[CH:18][C:17]=1[Cl:20], predict the reactants needed to synthesize it. The reactants are: [CH3:1][S:2](Cl)(=[O:4])=[O:3].[NH2:6][CH:7]1[CH:13]([C:14]2[CH:19]=[CH:18][C:17]([Cl:20])=[C:16]([Cl:21])[CH:15]=2)[O:12][CH2:11][CH2:10][N:9]([C:22]([O:24][C:25]([CH3:28])([CH3:27])[CH3:26])=[O:23])[CH2:8]1.C(N(CC)CC)C.O.